Dataset: Reaction yield outcomes from USPTO patents with 853,638 reactions. Task: Predict the reaction yield, written as a fraction of the theoretical maximum amount of product (1.0 means a 100% yield; for example, 0.34 means a 34% yield). (1) The reactants are [C:1]([C:3]1([C:15]2[C:24]3[O:23][CH2:22][CH2:21][O:20][C:19]=3[C:18]([O:25][CH3:26])=[CH:17][CH:16]=2)[CH2:8][CH2:7][CH:6]([CH2:9][C:10]([O:12]CC)=[O:11])[CH2:5][CH2:4]1)#[N:2].[OH-].[Na+].O.C(OCC)(=O)C. The catalyst is C(O)C. The yield is 0.360. The product is [C:1]([C:3]1([C:15]2[C:24]3[O:23][CH2:22][CH2:21][O:20][C:19]=3[C:18]([O:25][CH3:26])=[CH:17][CH:16]=2)[CH2:8][CH2:7][CH:6]([CH2:9][C:10]([OH:12])=[O:11])[CH2:5][CH2:4]1)#[N:2]. (2) The reactants are [F:1][CH2:2][C:3]1([S:6]([NH:9][C:10]([C@@:12]23[CH2:27][C@H:26]2[CH:25]=[CH:24][CH2:23][CH2:22][CH:21]([CH3:28])[CH2:20][C@@H:19]([CH3:29])[C@H:18]([NH:30]C(=O)OC(C)(C)C)[C:17](=[O:38])[N:16]2[CH2:39][C@H:40]([O:42][C:43]4[C:52]5[C:47](=[CH:48][C:49]([O:53][CH3:54])=[CH:50][CH:51]=5)[N:46]=[C:45]([C:55]5[CH:60]=[CH:59][C:58]([O:61][CH:62]([CH3:64])[CH3:63])=[CH:57][CH:56]=5)[CH:44]=4)[CH2:41][C@H:15]2[C:14](=[O:65])[NH:13]3)=[O:11])(=[O:8])=[O:7])[CH2:5][CH2:4]1.[ClH:66]. The catalyst is O1CCOCC1. The product is [ClH:66].[NH2:30][C@@H:18]1[C:17](=[O:38])[N:16]2[CH2:39][C@H:40]([O:42][C:43]3[C:52]4[C:47](=[CH:48][C:49]([O:53][CH3:54])=[CH:50][CH:51]=4)[N:46]=[C:45]([C:55]4[CH:60]=[CH:59][C:58]([O:61][CH:62]([CH3:64])[CH3:63])=[CH:57][CH:56]=4)[CH:44]=3)[CH2:41][C@H:15]2[C:14](=[O:65])[NH:13][C@:12]2([C:10]([NH:9][S:6]([C:3]3([CH2:2][F:1])[CH2:4][CH2:5]3)(=[O:7])=[O:8])=[O:11])[CH2:27][C@H:26]2[CH:25]=[CH:24][CH2:23][CH2:22][C@@H:21]([CH3:28])[CH2:20][C@H:19]1[CH3:29]. The yield is 0.900. (3) The reactants are CN(C(ON1N=NC2C=CC=NC1=2)=[N+](C)C)C.F[P-](F)(F)(F)(F)F.[F:25][C:26]1[CH:31]=[CH:30][C:29]([C:32]2[O:33][C:34]3[CH:44]=[CH:43][C:42]([C:45]4[CH:46]=[C:47]([CH:51]=[CH:52][CH:53]=4)[C:48](O)=[O:49])=[CH:41][C:35]=3[C:36]=2[C:37](=[O:40])[NH:38][CH3:39])=[CH:28][CH:27]=1.Cl.[NH2:55][C:56]([CH3:62])([CH3:61])[C:57]([O:59]C)=[O:58].CCN(C(C)C)C(C)C. The catalyst is ClCCCl.CN(C=O)C. The yield is 1.10. The product is [F:25][C:26]1[CH:31]=[CH:30][C:29]([C:32]2[O:33][C:34]3[CH:44]=[CH:43][C:42]([C:45]4[CH:46]=[C:47]([CH:51]=[CH:52][CH:53]=4)[C:48]([NH:55][C:56]([CH3:62])([CH3:61])[C:57]([OH:59])=[O:58])=[O:49])=[CH:41][C:35]=3[C:36]=2[C:37](=[O:40])[NH:38][CH3:39])=[CH:28][CH:27]=1.